The task is: Predict which catalyst facilitates the given reaction.. This data is from Catalyst prediction with 721,799 reactions and 888 catalyst types from USPTO. (1) Reactant: Cl[C:2]1[CH:7]=[N:6][CH:5]=[C:4]([Cl:8])[N:3]=1.C(N(C(C)C)C)(C)C.[F:17][C:18]1[CH:23]=[CH:22][C:21]([CH:24]([NH2:26])[CH3:25])=[CH:20][CH:19]=1.O. Product: [Cl:8][C:4]1[N:3]=[C:2]([NH:26][CH:24]([C:21]2[CH:22]=[CH:23][C:18]([F:17])=[CH:19][CH:20]=2)[CH3:25])[CH:7]=[N:6][CH:5]=1. The catalyst class is: 3. (2) Reactant: [N+:1]1([O-:9])[C:2]([CH3:8])=[CH:3][CH:4]=[CH:5][C:6]=1[CH3:7].[F:10][B-:11]([F:14])([F:13])[F:12].[CH3:15][O+](C)C. Product: [F:10][B-:11]([F:14])([F:13])[F:12].[CH3:15][O:9][N+:1]1[C:6]([CH3:7])=[CH:5][CH:4]=[CH:3][C:2]=1[CH3:8]. The catalyst class is: 4.